This data is from Full USPTO retrosynthesis dataset with 1.9M reactions from patents (1976-2016). The task is: Predict the reactants needed to synthesize the given product. Given the product [NH2:41][C:24]1[C:25]([N:27]2[CH2:28][CH2:29][N:30]([C:33]3[CH:38]=[C:37]([F:39])[CH:36]=[CH:35][C:34]=3[CH3:40])[CH2:31][CH2:32]2)=[CH:26][C:9]([Cl:8])=[C:10]([CH:23]=1)[C:11]([NH:13][CH2:14][CH2:15][CH2:16][N:17]1[CH2:21][CH2:20][CH2:19][C:18]1=[O:22])=[O:12], predict the reactants needed to synthesize it. The reactants are: C(O)C.C(O)(=O)C.[Cl:8][C:9]1[CH:26]=[C:25]([N:27]2[CH2:32][CH2:31][N:30]([C:33]3[CH:38]=[C:37]([F:39])[CH:36]=[CH:35][C:34]=3[CH3:40])[CH2:29][CH2:28]2)[C:24]([N+:41]([O-])=O)=[CH:23][C:10]=1[C:11]([NH:13][CH2:14][CH2:15][CH2:16][N:17]1[CH2:21][CH2:20][CH2:19][C:18]1=[O:22])=[O:12].